From a dataset of Forward reaction prediction with 1.9M reactions from USPTO patents (1976-2016). Predict the product of the given reaction. (1) Given the reactants [H-].[H-].[H-].[H-].[Li+].[Al+3].[F:7][C:8]1[CH:17]=[C:16]2[C:11]([CH2:12][CH2:13][CH:14]([C:18](OCC)=[O:19])[O:15]2)=[CH:10][CH:9]=1.CCO.Cl, predict the reaction product. The product is: [F:7][C:8]1[CH:17]=[C:16]2[C:11]([CH2:12][CH2:13][CH:14]([CH2:18][OH:19])[O:15]2)=[CH:10][CH:9]=1. (2) Given the reactants [CH:1]([NH:4][C:5]1[N:10]=[CH:9][C:8]([N+:11]([O-])=O)=[CH:7][CH:6]=1)([CH3:3])[CH3:2], predict the reaction product. The product is: [CH:1]([NH:4][C:5]1[CH:6]=[CH:7][C:8]([NH2:11])=[CH:9][N:10]=1)([CH3:3])[CH3:2].